From a dataset of Reaction yield outcomes from USPTO patents with 853,638 reactions. Predict the reaction yield, written as a fraction of the theoretical maximum amount of product (1.0 means a 100% yield; for example, 0.34 means a 34% yield). (1) The reactants are [CH3:1][O:2][C:3]([C:5]1[CH:6]=[CH:7][CH:8]=[C:9]2[C:14]=1[N:13]=[CH:12][CH:11]=[CH:10]2)=[O:4].OO.C([O-])(O)=[O:18].[Na+]. The catalyst is CC(O)=O. The product is [CH3:1][O:2][C:3]([C:5]1[CH:6]=[CH:7][CH:8]=[C:9]2[C:14]=1[N:13]=[CH:12][C:11]([OH:18])=[CH:10]2)=[O:4]. The yield is 0.440. (2) The reactants are [F-].[Cs+].[OH:3][C@@H:4]([C@H:30]1[C@@H:34]([CH2:35][OH:36])[O:33][C:32]([CH3:38])([CH3:37])[O:31]1)[C:5]1[N:9]([S:10]([N:13]([CH3:15])[CH3:14])(=[O:12])=[O:11])[C:8]([C:16]([O:18][Si](C(C)C)(C(C)C)C(C)C)=[CH2:17])=[N:7][C:6]=1[CH3:29].[NH4+].[Cl-]. The catalyst is C(O)C. The product is [C:16]([C:8]1[N:9]([S:10]([N:13]([CH3:15])[CH3:14])(=[O:12])=[O:11])[C:5]([C@@H:4]([OH:3])[C@H:30]2[C@@H:34]([CH2:35][OH:36])[O:33][C:32]([CH3:37])([CH3:38])[O:31]2)=[C:6]([CH3:29])[N:7]=1)(=[O:18])[CH3:17]. The yield is 0.940.